From a dataset of Full USPTO retrosynthesis dataset with 1.9M reactions from patents (1976-2016). Predict the reactants needed to synthesize the given product. (1) Given the product [Br:12][CH2:8][C:6]1[CH:7]=[C:2]([F:1])[CH:3]=[CH:4][C:5]=1[N+:9]([O-:11])=[O:10], predict the reactants needed to synthesize it. The reactants are: [F:1][C:2]1[CH:3]=[CH:4][C:5]([N+:9]([O-:11])=[O:10])=[C:6]([CH3:8])[CH:7]=1.[Br:12]N1C(=O)CCC1=O. (2) Given the product [Cl:1][C:2]1[CH:28]=[CH:27][C:5]([CH2:6][N:7]2[C:15]3[C:10](=[CH:11][C:12]([CH:16]=[C:17]4[S:21][C:20]([N:37]5[CH2:38][CH2:39][N:34]([CH3:33])[C:35]([CH3:41])([CH3:40])[CH2:36]5)=[N:19][C:18]4=[O:25])=[CH:13][CH:14]=3)[C:9]([CH3:26])=[N:8]2)=[C:4]([C:29]([F:31])([F:32])[F:30])[CH:3]=1, predict the reactants needed to synthesize it. The reactants are: [Cl:1][C:2]1[CH:28]=[CH:27][C:5]([CH2:6][N:7]2[C:15]3[C:10](=[CH:11][C:12]([CH:16]=[C:17]4[S:21][C:20](SCC)=[N:19][C:18]4=[O:25])=[CH:13][CH:14]=3)[C:9]([CH3:26])=[N:8]2)=[C:4]([C:29]([F:32])([F:31])[F:30])[CH:3]=1.[CH3:33][N:34]1[CH2:39][CH2:38][NH:37][CH2:36][C:35]1([CH3:41])[CH3:40]. (3) Given the product [CH3:31][C:32]([CH3:34])=[O:33].[Cl:1][C:2]1[CH:3]=[C:4]([CH:28]=[CH:29][CH:30]=1)[C:5]([N:7]=[C:8]([NH:19][C:20]1[CH:25]=[C:24]([F:26])[CH:23]=[C:22]([Cl:27])[CH:21]=1)[NH:9][C:10]1[CH:14]=[C:13]([C:15]([F:18])([F:16])[F:17])[NH:12][N:11]=1)=[O:6], predict the reactants needed to synthesize it. The reactants are: [Cl:1][C:2]1[CH:3]=[C:4]([CH:28]=[CH:29][CH:30]=1)[C:5]([N:7]=[C:8]([NH:19][C:20]1[CH:25]=[C:24]([F:26])[CH:23]=[C:22]([Cl:27])[CH:21]=1)[NH:9][C:10]1[CH:14]=[C:13]([C:15]([F:18])([F:17])[F:16])[NH:12][N:11]=1)=[O:6].[CH3:31][C:32]([CH3:34])=[O:33]. (4) Given the product [ClH:30].[NH2:7][C:8]1[C:13]([C:14](=[O:17])[CH2:15][CH3:16])=[CH:12][CH:11]=[C:10]([NH:18][CH2:19][CH2:20][NH2:21])[N:9]=1, predict the reactants needed to synthesize it. The reactants are: C(OC(=O)[NH:7][C:8]1[C:13]([C:14](=[O:17])[CH2:15][CH3:16])=[CH:12][CH:11]=[C:10]([NH:18][CH2:19][CH2:20][NH:21]C(OC(C)(C)C)=O)[N:9]=1)(C)(C)C.[ClH:30]. (5) The reactants are: [NH2:1][C:2]1[CH:7]=[CH:6][C:5]([C:8]2[C:12]([C:13]3[CH:18]=[CH:17][C:16]([Cl:19])=[CH:15][C:14]=3[O:20][CH3:21])=[CH:11][S:10][C:9]=2/[CH:22]=[CH:23]/[C:24]([O:26][CH2:27][CH3:28])=[O:25])=[CH:4][CH:3]=1.[CH3:29][S:30](Cl)(=[O:32])=[O:31]. Given the product [Cl:19][C:16]1[CH:17]=[CH:18][C:13]([C:12]2[C:8]([C:5]3[CH:4]=[CH:3][C:2]([NH:1][S:30]([CH3:29])(=[O:32])=[O:31])=[CH:7][CH:6]=3)=[C:9](/[CH:22]=[CH:23]/[C:24]([O:26][CH2:27][CH3:28])=[O:25])[S:10][CH:11]=2)=[C:14]([O:20][CH3:21])[CH:15]=1, predict the reactants needed to synthesize it. (6) Given the product [N:37]([CH:8]([C:5]1[CH:6]=[CH:7][C:2]([Cl:1])=[CH:3][CH:4]=1)[C:9]1[N:13]([CH:14]([CH3:16])[CH3:15])[C:12]([CH:17]2[CH2:21][CH2:20][O:19][CH2:18]2)=[N:11][C:10]=1[C:22]([O:24][CH2:25][CH3:26])=[O:23])=[N+:38]=[N-:39], predict the reactants needed to synthesize it. The reactants are: [Cl:1][C:2]1[CH:7]=[CH:6][C:5]([CH:8](O)[C:9]2[N:13]([CH:14]([CH3:16])[CH3:15])[C:12]([CH:17]3[CH2:21][CH2:20][O:19][CH2:18]3)=[N:11][C:10]=2[C:22]([O:24][CH2:25][CH3:26])=[O:23])=[CH:4][CH:3]=1.CS(OS(C)(=O)=O)(=O)=O.[N-:37]=[N+:38]=[N-:39].C([N+](CCCC)(CCCC)CCCC)CCC. (7) Given the product [F:20][C:21]1[CH:22]=[CH:23][C:24]([CH:27]([OH:41])[CH:28]([NH:40][C:10]([C:6]2[C:5]3[O:1][CH2:2][CH2:3][C:4]=3[CH:9]=[CH:8][CH:7]=2)=[O:12])[CH2:29][C:30]2[CH:35]=[CH:34][C:33]([C:36]([F:39])([F:38])[F:37])=[CH:32][CH:31]=2)=[CH:25][CH:26]=1, predict the reactants needed to synthesize it. The reactants are: [O:1]1[C:5]2[C:6]([C:10]([OH:12])=O)=[CH:7][CH:8]=[CH:9][C:4]=2[CH2:3][CH2:2]1.C(Cl)(=O)C(Cl)=O.Cl.[F:20][C:21]1[CH:26]=[CH:25][C:24]([CH:27]([OH:41])[CH:28]([NH2:40])[CH2:29][C:30]2[CH:35]=[CH:34][C:33]([C:36]([F:39])([F:38])[F:37])=[CH:32][CH:31]=2)=[CH:23][CH:22]=1.C(=O)([O-])O.[Na+].